From a dataset of Forward reaction prediction with 1.9M reactions from USPTO patents (1976-2016). Predict the product of the given reaction. (1) Given the reactants [CH3:1][O:2][CH2:3][CH2:4][O:5][CH2:6][C:7]1[CH:12]=[CH:11][C:10]([C@@H:13]2[C@@H:18]([O:19][CH2:20][C:21]3[CH:22]=[CH:23][C:24]4[O:29][CH2:28][CH2:27][N:26]([CH2:30][CH2:31][CH2:32][O:33][CH3:34])[C:25]=4[CH:35]=3)[CH2:17][N:16](S(C3C=CC(C)=CC=3)(=O)=O)[CH2:15][C@H:14]2[OH:46])=[CH:9][CH:8]=1.[CH2:47]([Mg]Br)[CH3:48], predict the reaction product. The product is: [CH3:1][O:2][CH2:3][CH2:4][O:5][CH2:6][C:7]1[CH:8]=[CH:9][C:10]([C@@H:13]2[C@@H:18]([O:19][CH2:20][C:21]3[CH:22]=[CH:23][C:24]4[O:29][CH2:28][CH2:27][N:26]([CH2:30][CH2:31][CH2:32][O:33][CH3:34])[C:25]=4[CH:35]=3)[CH2:17][NH:16][CH2:15][C@H:14]2[O:46][CH2:17][C@H:18]([OH:19])[CH2:13][CH2:47][CH3:48])=[CH:11][CH:12]=1. (2) Given the reactants [F:1][C:2]1[CH:3]=[C:4]([OH:11])[CH:5]=[CH:6][C:7]=1[N+:8]([O-:10])=[O:9].[F:12][C:13]1[CH:20]=[CH:19][C:16]([CH2:17]Br)=[CH:15][CH:14]=1.C(=O)([O-])[O-].[K+].[K+], predict the reaction product. The product is: [F:1][C:2]1[CH:3]=[C:4]([O:11][CH2:17][C:16]2[CH:19]=[CH:20][C:13]([F:12])=[CH:14][CH:15]=2)[CH:5]=[CH:6][C:7]=1[N+:8]([O-:10])=[O:9].